This data is from NCI-60 drug combinations with 297,098 pairs across 59 cell lines. The task is: Regression. Given two drug SMILES strings and cell line genomic features, predict the synergy score measuring deviation from expected non-interaction effect. (1) Synergy scores: CSS=53.2, Synergy_ZIP=-4.32, Synergy_Bliss=-2.26, Synergy_Loewe=1.34, Synergy_HSA=3.91. Drug 2: CCN(CC)CCCC(C)NC1=C2C=C(C=CC2=NC3=C1C=CC(=C3)Cl)OC. Drug 1: C1=CC(=C2C(=C1NCCNCCO)C(=O)C3=C(C=CC(=C3C2=O)O)O)NCCNCCO. Cell line: HOP-92. (2) Drug 1: CC1=C(C(=O)C2=C(C1=O)N3CC4C(C3(C2COC(=O)N)OC)N4)N. Drug 2: CN1C=C(C=N1)C2=C3N=C(C(=C(N3N=C2)N)Br)C4CCCNC4. Cell line: HT29. Synergy scores: CSS=68.5, Synergy_ZIP=10.0, Synergy_Bliss=7.35, Synergy_Loewe=13.5, Synergy_HSA=17.4. (3) Drug 1: CC12CCC(CC1=CCC3C2CCC4(C3CC=C4C5=CN=CC=C5)C)O. Cell line: HCT116. Synergy scores: CSS=14.7, Synergy_ZIP=-2.40, Synergy_Bliss=5.37, Synergy_Loewe=4.11, Synergy_HSA=4.00. Drug 2: CN1CCC(CC1)COC2=C(C=C3C(=C2)N=CN=C3NC4=C(C=C(C=C4)Br)F)OC.